Predict which catalyst facilitates the given reaction. From a dataset of Catalyst prediction with 721,799 reactions and 888 catalyst types from USPTO. (1) Reactant: [NH2:1][C:2]1[C:7]([C:8]2[N:17]([C:18]3[CH:23]=[CH:22][C:21]([C:24]4([NH:28][C:29](=[O:35])[O:30][C:31]([CH3:34])([CH3:33])[CH3:32])[CH2:27][CH2:26][CH2:25]4)=[CH:20][CH:19]=3)[C:11]3=[N:12][C:13](Cl)=[CH:14][CH:15]=[C:10]3[N:9]=2)=[CH:6][CH:5]=[CH:4][N:3]=1.C(=O)(O)[O-].[Na+].[C:41]([NH:44][C:45]1[CH:46]=[C:47](B(O)O)[CH:48]=[CH:49][CH:50]=1)(=[O:43])[CH3:42]. Product: [C:41]([NH:44][C:45]1[CH:50]=[C:49]([C:13]2[N:12]=[C:11]3[N:17]([C:18]4[CH:19]=[CH:20][C:21]([C:24]5([NH:28][C:29](=[O:35])[O:30][C:31]([CH3:32])([CH3:34])[CH3:33])[CH2:27][CH2:26][CH2:25]5)=[CH:22][CH:23]=4)[C:8]([C:7]4[C:2]([NH2:1])=[N:3][CH:4]=[CH:5][CH:6]=4)=[N:9][C:10]3=[CH:15][CH:14]=2)[CH:48]=[CH:47][CH:46]=1)(=[O:43])[CH3:42]. The catalyst class is: 234. (2) Reactant: C[O:2][C:3](=[O:29])[C:4]1[C:9]([CH3:10])=[C:8]([C:11]2[N:15]=[C:14]([C:16]3[CH:21]=[CH:20][C:19]([Cl:22])=[CH:18][CH:17]=3)[O:13][N:12]=2)[CH:7]=[C:6]([C:23]([CH3:26])([CH3:25])[CH3:24])[C:5]=1[O:27]C.B(Cl)(Cl)Cl.O.[OH-].[Li+]. Product: [C:23]([C:6]1[C:5]([OH:27])=[C:4]([C:9]([CH3:10])=[C:8]([C:11]2[N:15]=[C:14]([C:16]3[CH:17]=[CH:18][C:19]([Cl:22])=[CH:20][CH:21]=3)[O:13][N:12]=2)[CH:7]=1)[C:3]([OH:29])=[O:2])([CH3:26])([CH3:25])[CH3:24]. The catalyst class is: 4. (3) Reactant: [NH2:1][C@@H:2]1[CH2:21][C:20]2=[CH:22][CH:23]=[C:17]([CH:18]=[CH:19]2)[O:16][CH2:15][CH2:14][CH2:13][CH2:12][CH2:11][CH2:10][CH2:9][CH2:8][O:7][CH2:6][C@H:5]([CH:24]([CH3:26])[CH3:25])[NH:4][C:3]1=[O:27].[C:28](N1C=CN=C1)(N1C=CN=C1)=[O:29].C(N(CC)CC)C.Cl.[NH2:48][C@@H:49]([CH2:57][CH2:58][CH2:59][CH2:60][NH:61]C(OC(C)(C)C)=O)[C:50]([O:52]C(C)(C)C)=[O:51]. Product: [NH2:61][CH2:60][CH2:59][CH2:58][CH2:57][C@H:49]([NH:48][C:28]([NH:1][C@@H:2]1[CH2:21][C:20]2=[CH:19][CH:18]=[C:17]([CH:23]=[CH:22]2)[O:16][CH2:15][CH2:14][CH2:13][CH2:12][CH2:11][CH2:10][CH2:9][CH2:8][O:7][CH2:6][C@H:5]([CH:24]([CH3:25])[CH3:26])[NH:4][C:3]1=[O:27])=[O:29])[C:50]([OH:52])=[O:51]. The catalyst class is: 3. (4) Reactant: C([O:8][C:9]1[C:14]([CH2:15][N:16]2[C:22](=[O:23])[C:21]3[C:24]([CH3:32])=[C:25]([O:28][CH:29]([CH3:31])[CH3:30])[N:26]=[CH:27][C:20]=3[O:19][CH2:18][CH2:17]2)=[C:13]([CH3:33])[CH:12]=[C:11]([CH3:34])[N:10]=1)C1C=CC=CC=1. Product: [CH3:33][C:13]1[CH:12]=[C:11]([CH3:34])[NH:10][C:9](=[O:8])[C:14]=1[CH2:15][N:16]1[C:22](=[O:23])[C:21]2[C:24]([CH3:32])=[C:25]([O:28][CH:29]([CH3:30])[CH3:31])[N:26]=[CH:27][C:20]=2[O:19][CH2:18][CH2:17]1. The catalyst class is: 19. (5) Reactant: Cl[C:2]1[N:7]=[C:6]([C:8]2[CH:13]=[CH:12][CH:11]=[CH:10][C:9]=2[F:14])[N:5]=[C:4]([NH:15][CH:16]2[CH2:19][CH2:18][CH2:17]2)[N:3]=1.[F:20][C:21]1[CH:22]=[C:23]([NH2:27])[CH:24]=[N:25][CH:26]=1.C(O[Na])(C)(C)C.O. Product: [CH:16]1([NH:15][C:4]2[N:3]=[C:2]([NH:27][C:23]3[CH:24]=[N:25][CH:26]=[C:21]([F:20])[CH:22]=3)[N:7]=[C:6]([C:8]3[CH:13]=[CH:12][CH:11]=[CH:10][C:9]=3[F:14])[N:5]=2)[CH2:19][CH2:18][CH2:17]1. The catalyst class is: 12.